From a dataset of Forward reaction prediction with 1.9M reactions from USPTO patents (1976-2016). Predict the product of the given reaction. (1) Given the reactants [Cl:1][C:2]1[CH:11]=[C:10]2[C:5]([NH:6][C:7](=O)[C:8](=O)[N:9]2[CH:12]2[CH2:14][CH2:13]2)=[CH:4][C:3]=1[F:17].C(=O)(O)[O-].[Na+].C(OCC)(=O)C, predict the reaction product. The product is: [Cl:1][C:2]1[CH:11]=[C:10]2[C:5]([NH:6][CH2:7][CH2:8][N:9]2[CH:12]2[CH2:13][CH2:14]2)=[CH:4][C:3]=1[F:17]. (2) The product is: [CH:1]1([CH2:4][N:5]([C:6]2[CH:11]=[CH:10][C:9]([N+:12]([O-:14])=[O:13])=[C:8]([C:15]([F:16])([F:17])[F:18])[CH:7]=2)[CH2:20][CH2:21][OH:22])[CH2:3][CH2:2]1. Given the reactants [CH:1]1([CH2:4][NH:5][C:6]2[CH:11]=[CH:10][C:9]([N+:12]([O-:14])=[O:13])=[C:8]([C:15]([F:18])([F:17])[F:16])[CH:7]=2)[CH2:3][CH2:2]1.Br[CH2:20][CH2:21][O:22][Si](C(C)(C)C)(C)C, predict the reaction product. (3) Given the reactants C[CH:2]1[CH2:7][CH2:6][N:5]([C:8]2[CH:13]=[CH:12][C:11](CO)=[CH:10][C:9]=2[N+:16]([O-:18])=[O:17])[CH2:4][CH2:3]1.[CH:19]([N-]C(C)C)(C)C.[Li+].[C:27]([O:34][CH2:35][CH3:36])(=[O:33])[C:28](OCC)=[O:29], predict the reaction product. The product is: [CH2:35]([O:34][C:27](=[O:33])[C:28](=[O:29])[CH2:19][C:10]1[CH:11]=[CH:12][CH:13]=[C:8]([N:5]2[CH2:4][CH2:3][CH2:2][CH2:7][CH2:6]2)[C:9]=1[N+:16]([O-:18])=[O:17])[CH3:36]. (4) The product is: [OH:33][N:32]=[C:29]([NH:31][C:7]([C:4]1[C:3]([C:10]([O:12][C:13]([CH3:16])([CH3:15])[CH3:14])=[O:11])=[C:2]([CH3:1])[O:6][N:5]=1)=[O:9])[CH3:30]. Given the reactants [CH3:1][C:2]1[O:6][N:5]=[C:4]([C:7]([O-:9])=O)[C:3]=1[C:10]([O:12][C:13]([CH3:16])([CH3:15])[CH3:14])=[O:11].C1N=CN(C(N2C=NC=C2)=O)C=1.[C:29](=[N:32][OH:33])([NH2:31])[CH3:30], predict the reaction product.